Dataset: Full USPTO retrosynthesis dataset with 1.9M reactions from patents (1976-2016). Task: Predict the reactants needed to synthesize the given product. (1) Given the product [Cl:1][C:2]1[C:3]([C:11]([CH:13]2[CH2:18][CH2:17][CH2:16][CH2:15][CH2:14]2)=[N:19][NH2:20])=[C:4]2[CH:10]=[CH:9][NH:8][C:5]2=[N:6][CH:7]=1, predict the reactants needed to synthesize it. The reactants are: [Cl:1][C:2]1[C:3]([C:11]([CH:13]2[CH2:18][CH2:17][CH2:16][CH2:15][CH2:14]2)=O)=[C:4]2[CH:10]=[CH:9][NH:8][C:5]2=[N:6][CH:7]=1.[NH2:19][NH2:20].CC(O)=O. (2) Given the product [CH2:1]([CH:3]([CH2:7][CH2:8][CH2:9][CH3:10])[C:4]([NH:11][C:12]([NH2:14])=[O:13])=[O:5])[CH3:2], predict the reactants needed to synthesize it. The reactants are: [CH2:1]([CH:3]([CH2:7][CH2:8][CH2:9][CH3:10])[C:4](Cl)=[O:5])[CH3:2].[NH2:11][C:12]([NH2:14])=[O:13]. (3) The reactants are: C([C:3]1[C:4]([Br:14])=[C:5]([CH:10]=[CH:11][C:12]=1[F:13])[O:6]C([O-])=O)C.FC1C=C(F)C([N+:23]([O-:25])=[O:24])=CC=1O. Given the product [Br:14][C:4]1[C:3]([N+:23]([O-:25])=[O:24])=[C:12]([F:13])[CH:11]=[CH:10][C:5]=1[OH:6], predict the reactants needed to synthesize it. (4) The reactants are: [Br:1][C:2]1[CH:7]=[CH:6][CH:5]=[C:4]([CH2:8][C:9]2[N:14]=[C:13]([O:15][CH3:16])[N:12]=[C:11]([O:17][CH3:18])[N:10]=2)[C:3]=1[NH:19][S:20]([CH:23]([F:25])[F:24])(=[O:22])=[O:21].C(OCC)(=[O:28])C.O. Given the product [Br:1][C:2]1[CH:7]=[CH:6][CH:5]=[C:4]([C:8]([C:9]2[N:14]=[C:13]([O:15][CH3:16])[N:12]=[C:11]([O:17][CH3:18])[N:10]=2)=[O:28])[C:3]=1[NH:19][S:20]([CH:23]([F:25])[F:24])(=[O:21])=[O:22], predict the reactants needed to synthesize it. (5) Given the product [NH:1]1[CH:5]=[CH:4][N:3]=[C:2]1[CH2:6][N:7]([CH2:8][C:9]1[CH:10]=[C:11]2[C:16](=[CH:17][CH:18]=1)[CH2:15][N:14]([CH2:19][CH2:20][CH2:21][CH2:22][N:23]([CH2:24][CH2:25][CH3:26])[CH2:27][CH2:28][CH3:29])[CH2:13][CH2:12]2)[CH2:36][C:32]1[N:31]([CH3:30])[CH:35]=[CH:34][N:33]=1, predict the reactants needed to synthesize it. The reactants are: [NH:1]1[CH:5]=[CH:4][N:3]=[C:2]1[CH2:6][NH:7][CH2:8][C:9]1[CH:10]=[C:11]2[C:16](=[CH:17][CH:18]=1)[CH2:15][N:14]([CH2:19][CH2:20][CH2:21][CH2:22][N:23]([CH2:27][CH2:28][CH3:29])[CH2:24][CH2:25][CH3:26])[CH2:13][CH2:12]2.[CH3:30][N:31]1[CH:35]=[CH:34][N:33]=[C:32]1[CH:36]=O.C([BH3-])#N.[Na+].C(O)(=O)C.